Dataset: NCI-60 drug combinations with 297,098 pairs across 59 cell lines. Task: Regression. Given two drug SMILES strings and cell line genomic features, predict the synergy score measuring deviation from expected non-interaction effect. (1) Drug 1: C1=CC=C(C=C1)NC(=O)CCCCCCC(=O)NO. Synergy scores: CSS=11.2, Synergy_ZIP=2.41, Synergy_Bliss=2.42, Synergy_Loewe=-20.4, Synergy_HSA=-4.23. Cell line: CCRF-CEM. Drug 2: COCCOC1=C(C=C2C(=C1)C(=NC=N2)NC3=CC=CC(=C3)C#C)OCCOC.Cl. (2) Drug 1: COCCOC1=C(C=C2C(=C1)C(=NC=N2)NC3=CC=CC(=C3)C#C)OCCOC.Cl. Drug 2: CC1C(C(CC(O1)OC2CC(CC3=C2C(=C4C(=C3O)C(=O)C5=CC=CC=C5C4=O)O)(C(=O)C)O)N)O. Cell line: HOP-92. Synergy scores: CSS=57.8, Synergy_ZIP=-1.68, Synergy_Bliss=-1.98, Synergy_Loewe=7.08, Synergy_HSA=7.58.